Dataset: TCR-epitope binding with 47,182 pairs between 192 epitopes and 23,139 TCRs. Task: Binary Classification. Given a T-cell receptor sequence (or CDR3 region) and an epitope sequence, predict whether binding occurs between them. (1) The epitope is CLGGLLTMV. The TCR CDR3 sequence is CASSRPGQGDTEAFF. Result: 0 (the TCR does not bind to the epitope). (2) The epitope is AIMTRCLAV. The TCR CDR3 sequence is CASSLGNEQFF. Result: 0 (the TCR does not bind to the epitope). (3) The epitope is GTSGSPIINR. The TCR CDR3 sequence is CASSGGQANIQYF. Result: 1 (the TCR binds to the epitope). (4) The epitope is YSEHPTFTSQY. The TCR CDR3 sequence is CASSVTPPSGNNEQFF. Result: 0 (the TCR does not bind to the epitope). (5) The epitope is SSNVANYQK. The TCR CDR3 sequence is CATSSPGTSGRHNEQFF. Result: 0 (the TCR does not bind to the epitope). (6) The epitope is RLYYDSMSY. The TCR CDR3 sequence is CASSLDFRTSGSPYNEQFF. Result: 0 (the TCR does not bind to the epitope).